The task is: Predict the reactants needed to synthesize the given product.. This data is from Full USPTO retrosynthesis dataset with 1.9M reactions from patents (1976-2016). (1) Given the product [ClH:33].[O:1]([C:8]1[CH:32]=[CH:31][CH:30]=[CH:29][C:9]=1[CH2:10][N:11]1[CH2:28][CH2:27][C:14]2([CH2:15][CH2:16][NH:17][CH2:18][CH2:19]2)[CH2:13][CH2:12]1)[C:2]1[CH:7]=[CH:6][CH:5]=[CH:4][CH:3]=1, predict the reactants needed to synthesize it. The reactants are: [O:1]([C:8]1[CH:32]=[CH:31][CH:30]=[CH:29][C:9]=1[CH2:10][N:11]1[CH2:28][CH2:27][C:14]2([CH2:19][CH2:18][N:17](C(OCCCC)=O)[CH2:16][CH2:15]2)[CH2:13][CH2:12]1)[C:2]1[CH:7]=[CH:6][CH:5]=[CH:4][CH:3]=1.[ClH:33]. (2) The reactants are: [CH3:1][O:2][C:3]1[CH:8]=[CH:7][C:6]([C:9]2[CH2:10][CH:11]([CH3:16])[C:12](=[O:15])[NH:13][N:14]=2)=[CH:5][CH:4]=1.CI.[C:19]([O-])([O-])=O.[Cs+].[Cs+]. Given the product [CH3:1][O:2][C:3]1[CH:8]=[CH:7][C:6]([C:9]2[CH:10]=[C:11]([CH3:16])[C:12](=[O:15])[N:13]([CH3:19])[N:14]=2)=[CH:5][CH:4]=1, predict the reactants needed to synthesize it. (3) Given the product [CH3:1][N:12]1[CH2:11][CH2:10][C:9]2[C:14](=[CH:15][C:6]([N+:3]([O-:5])=[O:4])=[CH:7][CH:8]=2)[CH2:13]1, predict the reactants needed to synthesize it. The reactants are: [CH2:1]=O.[N+:3]([C:6]1[CH:15]=[C:14]2[C:9]([CH2:10][CH2:11][NH:12][CH2:13]2)=[CH:8][CH:7]=1)([O-:5])=[O:4].N. (4) Given the product [O:1]=[C:2]1[C:8]2=[CH:9][C:10]3[CH:11]=[CH:12][C:13]([C:16]([NH:79][C:78]4[CH:80]=[CH:81][CH:82]=[C:76]([C:74]5[N:73]=[CH:72][N:71]([C:52]([C:65]6[CH:66]=[CH:67][CH:68]=[CH:69][CH:70]=6)([C:59]6[CH:60]=[CH:61][CH:62]=[CH:63][CH:64]=6)[C:53]6[CH:58]=[CH:57][CH:56]=[CH:55][CH:54]=6)[CH:75]=5)[CH:77]=4)=[O:18])=[CH:14][C:15]=3[N:7]2[CH2:6][CH2:5][CH2:4][NH:3]1, predict the reactants needed to synthesize it. The reactants are: [O:1]=[C:2]1[C:8]2=[CH:9][C:10]3[CH:11]=[CH:12][C:13]([C:16]([OH:18])=O)=[CH:14][C:15]=3[N:7]2[CH2:6][CH2:5][CH2:4][NH:3]1.F[P-](F)(F)(F)(F)F.N1(O[P+](N2CCCC2)(N2CCCC2)N2CCCC2)C2C=CC=CC=2N=N1.[C:52]([N:71]1[CH:75]=[C:74]([C:76]2[CH:77]=[C:78]([CH:80]=[CH:81][CH:82]=2)[NH2:79])[N:73]=[CH:72]1)([C:65]1[CH:70]=[CH:69][CH:68]=[CH:67][CH:66]=1)([C:59]1[CH:64]=[CH:63][CH:62]=[CH:61][CH:60]=1)[C:53]1[CH:58]=[CH:57][CH:56]=[CH:55][CH:54]=1.C(N(CC)CC)C. (5) Given the product [Br:18][CH2:19][CH2:20][CH2:21][N:5]1[CH:6]=[CH:7][C:8]2[C:13](=[CH:12][C:11]([C:14]([O:16][CH3:17])=[O:15])=[CH:10][CH:9]=2)[C:4]1=[O:3], predict the reactants needed to synthesize it. The reactants are: [H-].[Na+].[O:3]=[C:4]1[C:13]2[C:8](=[CH:9][CH:10]=[C:11]([C:14]([O:16][CH3:17])=[O:15])[CH:12]=2)[CH:7]=[CH:6][NH:5]1.[Br:18][CH2:19][CH2:20][CH2:21]Br. (6) The reactants are: Cl[C:2]1[N:7]=[C:6]([N:8]2[CH2:13][CH2:12][O:11][CH2:10][CH2:9]2)[N:5]=[C:4]([NH:14][S:15]([CH2:18][CH2:19][C:20]2[CH:25]=[CH:24][CH:23]=[CH:22][CH:21]=2)(=[O:17])=[O:16])[C:3]=1[O:26][C:27]1[CH:32]=[CH:31][CH:30]=[C:29]([O:33][CH3:34])[CH:28]=1.[CH2:35]([OH:38])[CH2:36][OH:37]. Given the product [OH:37][CH2:36][CH2:35][O:38][C:2]1[N:7]=[C:6]([N:8]2[CH2:13][CH2:12][O:11][CH2:10][CH2:9]2)[N:5]=[C:4]([NH:14][S:15]([CH2:18][CH2:19][C:20]2[CH:25]=[CH:24][CH:23]=[CH:22][CH:21]=2)(=[O:17])=[O:16])[C:3]=1[O:26][C:27]1[CH:32]=[CH:31][CH:30]=[C:29]([O:33][CH3:34])[CH:28]=1, predict the reactants needed to synthesize it. (7) Given the product [O:24]1[C:28]2[CH:29]=[CH:30][CH:31]=[CH:32][C:27]=2[CH:26]=[C:25]1[C:2]1[S:22][C:5]2=[N:6][C:7]([CH3:21])=[CH:8][C:9]([NH:10][S:11]([C:14]3[CH:19]=[CH:18][CH:17]=[C:16]([Cl:20])[CH:15]=3)(=[O:13])=[O:12])=[C:4]2[C:3]=1[CH3:23], predict the reactants needed to synthesize it. The reactants are: Br[C:2]1[S:22][C:5]2=[N:6][C:7]([CH3:21])=[CH:8][C:9]([NH:10][S:11]([C:14]3[CH:19]=[CH:18][CH:17]=[C:16]([Cl:20])[CH:15]=3)(=[O:13])=[O:12])=[C:4]2[C:3]=1[CH3:23].[O:24]1[C:28]2[CH:29]=[CH:30][CH:31]=[CH:32][C:27]=2[CH:26]=[C:25]1B(O)O.C(=O)([O-])[O-].[K+].[K+]. (8) The reactants are: [NH2:1][C:2]1[CH:3]=[C:4]([N:16]([CH3:26])[S:17]([C:20]2[CH:25]=[CH:24][CH:23]=[CH:22][CH:21]=2)(=[O:19])=[O:18])[CH:5]=[CH:6][C:7]=1[NH:8][CH2:9][CH:10]1[CH2:15][CH2:14][O:13][CH2:12][CH2:11]1.[C:27]([C:29]([CH3:34])([CH3:33])[C:30](O)=O)#[N:28].C(N(C(C)C)CC)(C)C.CN(C(ON1N=NC2C=CC=NC1=2)=[N+](C)C)C.F[P-](F)(F)(F)(F)F. Given the product [C:27]([C:29]([C:34]1[N:8]([CH2:9][CH:10]2[CH2:15][CH2:14][O:13][CH2:12][CH2:11]2)[C:7]2[CH:6]=[CH:5][C:4]([N:16]([CH3:26])[S:17]([C:20]3[CH:25]=[CH:24][CH:23]=[CH:22][CH:21]=3)(=[O:19])=[O:18])=[CH:3][C:2]=2[N:1]=1)([CH3:33])[CH3:30])#[N:28], predict the reactants needed to synthesize it.